This data is from Forward reaction prediction with 1.9M reactions from USPTO patents (1976-2016). The task is: Predict the product of the given reaction. Given the reactants C1CCN2C(=NCCC2)CC1.[CH:12](/[CH:14]=[CH:15]/[C:16]([O:18][CH2:19][CH3:20])=[O:17])=[O:13].[N:21]([C:23]1[CH:28]=[CH:27][CH:26]=[CH:25][CH:24]=1)=[O:22], predict the reaction product. The product is: [OH:22][N:21]([C:23]1[CH:28]=[CH:27][CH:26]=[CH:25][CH:24]=1)[C:12](/[CH:14]=[CH:15]/[C:16]([O:18][CH2:19][CH3:20])=[O:17])=[O:13].